Task: Regression. Given a peptide amino acid sequence and an MHC pseudo amino acid sequence, predict their binding affinity value. This is MHC class I binding data.. Dataset: Peptide-MHC class I binding affinity with 185,985 pairs from IEDB/IMGT The peptide sequence is NYPYRLWHY. The MHC is HLA-B08:01 with pseudo-sequence HLA-B08:01. The binding affinity (normalized) is 0.